From a dataset of Catalyst prediction with 721,799 reactions and 888 catalyst types from USPTO. Predict which catalyst facilitates the given reaction. Reactant: [F:1][C:2]1[CH:3]=[C:4]([OH:9])[CH:5]=[C:6](Br)[CH:7]=1.CCN(CC)CC.[CH3:17][O:18][C:19](=[O:45])[C@@H:20]([NH:30][C:31]([C:33]1[C:34]([CH3:44])=[N:35][C:36]([NH:40][CH2:41][C:42]#[CH:43])=[N:37][C:38]=1[CH3:39])=[O:32])[CH2:21][NH:22][C:23]([C:25]1[S:26][CH:27]=[CH:28][CH:29]=1)=[O:24]. Product: [CH3:17][O:18][C:19](=[O:45])[C@@H:20]([NH:30][C:31]([C:33]1[C:38]([CH3:39])=[N:37][C:36]([NH:40][CH2:41][C:42]#[C:43][C:6]2[CH:5]=[C:4]([OH:9])[CH:3]=[C:2]([F:1])[CH:7]=2)=[N:35][C:34]=1[CH3:44])=[O:32])[CH2:21][NH:22][C:23]([C:25]1[S:26][CH:27]=[CH:28][CH:29]=1)=[O:24]. The catalyst class is: 538.